From a dataset of Forward reaction prediction with 1.9M reactions from USPTO patents (1976-2016). Predict the product of the given reaction. Given the reactants [F:1][C:2]1[C:7]([NH2:8])=[CH:6][CH:5]=[C:4]([F:9])[C:3]=1[NH:10][C:11]1[C:16]([C:17]2[N:25]=[CH:24][N:23]=[C:22]3[C:18]=2[N:19]=[CH:20][N:21]3[CH:26]2[CH2:31][CH2:30][CH2:29][CH2:28][O:27]2)=[CH:15][CH:14]=[CH:13][N:12]=1.[CH3:32][N:33]1[C:41]2[C:36](=[CH:37][C:38]([S:42](Cl)(=[O:44])=[O:43])=[CH:39][CH:40]=2)[CH:35]=[CH:34]1.N1C=CC=CC=1, predict the reaction product. The product is: [F:1][C:2]1[C:3]([NH:10][C:11]2[C:16]([C:17]3[N:25]=[CH:24][N:23]=[C:22]4[C:18]=3[N:19]=[CH:20][N:21]4[CH:26]3[CH2:31][CH2:30][CH2:29][CH2:28][O:27]3)=[CH:15][CH:14]=[CH:13][N:12]=2)=[C:4]([F:9])[CH:5]=[CH:6][C:7]=1[NH:8][S:42]([C:38]1[CH:37]=[C:36]2[C:41](=[CH:40][CH:39]=1)[N:33]([CH3:32])[CH:34]=[CH:35]2)(=[O:43])=[O:44].